Dataset: Full USPTO retrosynthesis dataset with 1.9M reactions from patents (1976-2016). Task: Predict the reactants needed to synthesize the given product. Given the product [CH2:24]([O:29][C:19]1[CH:18]=[CH:17][C:16]([P:8](=[O:23])([C:9]2[CH:10]=[CH:11][C:12]([O:35][CH2:34][CH:33]3[O:32][CH2:31]3)=[CH:13][CH:14]=2)[C:3]2[CH:4]=[CH:5][CH:6]=[CH:7][CH:2]=2)=[CH:21][CH:20]=1)[CH:26]1[O:28][CH2:27]1, predict the reactants needed to synthesize it. The reactants are: O[C:2]1[CH:7]=[CH:6][CH:5]=[CH:4][C:3]=1[P:8](=[O:23])([C:16]1[CH:21]=[CH:20][CH:19]=[CH:18][C:17]=1O)[C:9]1[CH:14]=[CH:13][CH:12]=[CH:11][C:10]=1O.[CH2:24]([CH:26]1[O:28][CH2:27]1)Cl.[OH-:29].[Na+].[CH3:31][O:32][CH2:33][CH2:34][OH:35].